From a dataset of Full USPTO retrosynthesis dataset with 1.9M reactions from patents (1976-2016). Predict the reactants needed to synthesize the given product. (1) Given the product [C:1]1([S:7]([NH:10][C:11]2[S:15][C:14]([CH2:16][CH3:17])=[C:13]([CH3:19])[C:12]=2[C:20]([O:22][CH3:23])=[O:21])(=[O:8])=[O:9])[CH:2]=[CH:3][CH:4]=[CH:5][CH:6]=1, predict the reactants needed to synthesize it. The reactants are: [C:1]1([S:7]([NH:10][C:11]2[S:15][C:14]3[CH2:16][CH2:17]C[CH2:19][C:13]=3[C:12]=2[C:20]([O:22][CH2:23]C)=[O:21])(=[O:9])=[O:8])[CH:6]=[CH:5][CH:4]=[CH:3][CH:2]=1.NC1SC(CC)=C(C)C=1C(OC)=O.C1(S(Cl)(=O)=O)C=CC=CC=1. (2) Given the product [Cl:1][C:2]1[CH:3]=[C:4]([O:12][CH3:13])[C:5]([O:10][CH3:11])=[C:6]([CH:7]([OH:8])[CH3:14])[CH:9]=1, predict the reactants needed to synthesize it. The reactants are: [Cl:1][C:2]1[CH:3]=[C:4]([O:12][CH3:13])[C:5]([O:10][CH3:11])=[C:6]([CH:9]=1)[CH:7]=[O:8].[CH3:14][Mg]Br.CCOCC.[Cl-].[NH4+]. (3) The reactants are: Cl[C:2]1[N:7]=[C:6]([C:8]2[CH:9]=[C:10]([N:15]3[CH2:20][CH2:19][O:18][CH2:17][CH2:16]3)[CH:11]=[C:12]([F:14])[CH:13]=2)[CH:5]=[CH:4][N:3]=1.[CH3:21][C:22]1[N:26]=[C:25]([CH3:27])[N:24]([C:28]2[CH:34]=[CH:33][C:31]([NH2:32])=[CH:30][C:29]=2[F:35])[N:23]=1. Given the product [CH3:21][C:22]1[N:26]=[C:25]([CH3:27])[N:24]([C:28]2[CH:34]=[CH:33][C:31]([NH:32][C:2]3[N:7]=[C:6]([C:8]4[CH:9]=[C:10]([N:15]5[CH2:20][CH2:19][O:18][CH2:17][CH2:16]5)[CH:11]=[C:12]([F:14])[CH:13]=4)[CH:5]=[CH:4][N:3]=3)=[CH:30][C:29]=2[F:35])[N:23]=1, predict the reactants needed to synthesize it. (4) Given the product [CH3:1][N:2]1[C:7](=[O:8])[CH:6]=[CH:5][C:4]([C:9]2[S:13][C:12]([C:14]([NH:28][CH2:25][CH2:26][CH3:27])=[O:15])=[N:11][C:10]=2[C:19]2[CH:24]=[CH:23][CH:22]=[CH:21][CH:20]=2)=[N:3]1, predict the reactants needed to synthesize it. The reactants are: [CH3:1][N:2]1[C:7](=[O:8])[CH:6]=[CH:5][C:4]([C:9]2[S:13][C:12]([C:14](OCC)=[O:15])=[N:11][C:10]=2[C:19]2[CH:24]=[CH:23][CH:22]=[CH:21][CH:20]=2)=[N:3]1.[CH2:25]([NH2:28])[CH2:26][CH3:27].